From a dataset of Choline transporter screen with 302,306 compounds. Binary Classification. Given a drug SMILES string, predict its activity (active/inactive) in a high-throughput screening assay against a specified biological target. (1) The compound is S(=O)(=O)(Nc1c(OC)cccc1)c1cc(C(=O)NCC(N2CCCCC2)c2occc2)c(cc1)C. The result is 1 (active). (2) The result is 0 (inactive). The compound is Brc1ccc(cc1)C#Cc1c(NC(=O)/C=C\C(O)=O)cccc1. (3) The result is 0 (inactive). The drug is Fc1ccc(CNC(=O)c2noc3c2CCc2c3ccc(OC)c2)cc1. (4) The molecule is O=C(NN\C=C1\C=C(OCC)C(=O)C=C1)C1CCCC1. The result is 0 (inactive). (5) The drug is S(c1nc2n(cc(cc2)C)c(=O)n1)C. The result is 0 (inactive). (6) The compound is OC(=O)C(NC(=O)c1ccc([N+]([O-])=O)cc1)CCCCNC(=O)c1ccc([N+]([O-])=O)cc1. The result is 0 (inactive).